Dataset: Forward reaction prediction with 1.9M reactions from USPTO patents (1976-2016). Task: Predict the product of the given reaction. (1) The product is: [C:12]([C:11]1[CH:14]=[CH:15][C:8]([CH2:7][CH2:6][CH2:5][N:4]([CH2:3][CH2:2][OH:1])[C:17]([NH2:16])=[O:18])=[CH:9][CH:10]=1)#[N:13]. Given the reactants [OH:1][CH2:2][CH2:3][NH:4][CH2:5][CH2:6][CH2:7][C:8]1[CH:15]=[CH:14][C:11]([C:12]#[N:13])=[CH:10][CH:9]=1.[NH2:16][C:17](N)=[O:18], predict the reaction product. (2) Given the reactants [C:1]([C:4]1[CH:9]=[CH:8][C:7]([NH:10]C(=O)C)=[CH:6][C:5]=1[OH:14])(=[O:3])[CH3:2].[C:15](OCC)(=O)[C:16]([O:18][CH2:19][CH3:20])=[O:17].[O-]CC.[Na+].Cl, predict the reaction product. The product is: [NH2:10][C:7]1[CH:6]=[C:5]2[C:4]([C:1](=[O:3])[CH:2]=[C:15]([C:16]([O:18][CH2:19][CH3:20])=[O:17])[O:14]2)=[CH:9][CH:8]=1.